This data is from Full USPTO retrosynthesis dataset with 1.9M reactions from patents (1976-2016). The task is: Predict the reactants needed to synthesize the given product. (1) Given the product [NH2:1][C:2]1[C:11]2[C:6](=[CH:7][CH:8]=[CH:9][C:10]=2[O:12][CH2:13][C@H:14]2[CH2:18][CH2:17][CH2:16][N:15]2[C:31]([CH:25]2[CH2:30][CH2:29][CH2:28][CH2:27][CH2:26]2)=[O:32])[N:5]=[C:4]([CH3:19])[C:3]=1[C:20]([O:22][CH2:23][CH3:24])=[O:21], predict the reactants needed to synthesize it. The reactants are: [NH2:1][C:2]1[C:11]2[C:6](=[CH:7][CH:8]=[CH:9][C:10]=2[O:12][CH2:13][C@H:14]2[CH2:18][CH2:17][CH2:16][NH:15]2)[N:5]=[C:4]([CH3:19])[C:3]=1[C:20]([O:22][CH2:23][CH3:24])=[O:21].[CH:25]1([C:31](O)=[O:32])[CH2:30][CH2:29][CH2:28][CH2:27][CH2:26]1. (2) Given the product [Cl:19][C:17]1[CH:16]=[CH:15][C:14]([C:20]([NH:22][C@@H:23]([CH:28]2[CH2:33][CH2:32][CH2:31][CH2:30][CH2:29]2)[C:24]([O:26][CH3:27])=[O:25])=[O:21])=[C:13]([NH:12][C:10]([NH:9][C:3]2[C:2]([CH3:1])=[CH:7][CH:6]=[CH:5][C:4]=2[CH3:8])=[O:11])[CH:18]=1, predict the reactants needed to synthesize it. The reactants are: [CH3:1][C:2]1[CH:7]=[CH:6][CH:5]=[C:4]([CH3:8])[C:3]=1[N:9]=[C:10]=[O:11].[NH2:12][C:13]1[CH:18]=[C:17]([Cl:19])[CH:16]=[CH:15][C:14]=1[C:20]([NH:22][C@@H:23]([CH:28]1[CH2:33][CH2:32][CH2:31][CH2:30][CH2:29]1)[C:24]([O:26][CH3:27])=[O:25])=[O:21].CCCCCC.C(OCC)(=O)C. (3) Given the product [O:14]=[C:13]1[NH:8][CH:9]=[N:10][CH:11]=[C:12]1[C:15]1[CH:16]=[CH:17][C:18]([C:19]([O:21][CH3:22])=[O:20])=[CH:23][CH:24]=1, predict the reactants needed to synthesize it. The reactants are: COC1C=CC(C[N:8]2[C:13](=[O:14])[C:12]([C:15]3[CH:24]=[CH:23][C:18]([C:19]([O:21][CH3:22])=[O:20])=[CH:17][CH:16]=3)=[CH:11][N:10]=[CH:9]2)=CC=1. (4) Given the product [NH:17]1[CH2:16][CH2:15][CH:14]([N:3]2[CH2:4][C:5]3=[CH:13][NH:12][C:7]4[C:6]3=[C:11]([CH:10]=[CH:9][N:8]=4)[C:2]2=[O:1])[CH2:19][CH2:18]1, predict the reactants needed to synthesize it. The reactants are: [O:1]=[C:2]1[C:11]2[CH:10]=[CH:9][N:8]=[C:7]3[NH:12][CH:13]=[C:5]([C:6]=23)[CH2:4][N:3]1[CH:14]1[CH2:19][CH2:18][N:17](C(OC(C)(C)C)=O)[CH2:16][CH2:15]1.C(Cl)Cl. (5) Given the product [Cl:1][C:2]1[CH:3]=[C:4]([CH:8]=[CH:9][CH:10]=1)[C:5]([N:19]([C:16]1[CH:17]=[CH:18][C:13]([O:12][CH3:11])=[CH:14][CH:15]=1)[N:20]=[CH:21][CH3:22])=[O:6], predict the reactants needed to synthesize it. The reactants are: [Cl:1][C:2]1[CH:3]=[C:4]([CH:8]=[CH:9][CH:10]=1)[C:5](Cl)=[O:6].[CH3:11][O:12][C:13]1[CH:18]=[CH:17][C:16]([NH:19][N:20]=[CH:21][CH3:22])=[CH:15][CH:14]=1.